From a dataset of Catalyst prediction with 721,799 reactions and 888 catalyst types from USPTO. Predict which catalyst facilitates the given reaction. Reactant: [C-:1]#[N:2].[Na+].Cl.[CH3:5][NH:6][CH3:7].[C:8]1([C:14]2[N:15]=[C:16]([CH:19]=O)[S:17][CH:18]=2)[CH:13]=[CH:12][CH:11]=[CH:10][CH:9]=1. Product: [CH3:5][N:6]([CH3:7])[CH:19]([C:16]1[S:17][CH:18]=[C:14]([C:8]2[CH:13]=[CH:12][CH:11]=[CH:10][CH:9]=2)[N:15]=1)[C:1]#[N:2]. The catalyst class is: 72.